Dataset: Reaction yield outcomes from USPTO patents with 853,638 reactions. Task: Predict the reaction yield, written as a fraction of the theoretical maximum amount of product (1.0 means a 100% yield; for example, 0.34 means a 34% yield). (1) The reactants are CO.CN1[C:8](=[O:9])CCC1.[H-].[Na+].Br[C:13]1[N:18]=[C:17]2[N:19]([C@H:23]([C:25]3[CH:30]=[CH:29][CH:28]=[CH:27][CH:26]=3)[CH3:24])[C:20]([OH:22])=[N:21][C:16]2=[N:15][CH:14]=1. The catalyst is CCOC(C)=O. The product is [CH3:8][O:9][C:13]1[N:18]=[C:17]2[N:19]([C@H:23]([C:25]3[CH:30]=[CH:29][CH:28]=[CH:27][CH:26]=3)[CH3:24])[C:20]([OH:22])=[N:21][C:16]2=[N:15][CH:14]=1. The yield is 0.290. (2) The reactants are Br[C:2]1[C:3]([C:20]([CH3:23])([CH3:22])[CH3:21])=[N:4][N:5]2[CH:10]=[C:9]([CH:11]([CH2:16][CH2:17][CH3:18])[C:12]([O:14][CH3:15])=[O:13])[C:8]([CH3:19])=[N:7][C:6]=12.B(O)(O)[C:25]1[CH:26]=[CH:27][C:28]([CH3:31])=[CH:29][CH:30]=1.C(N([CH:40]([CH3:42])[CH3:41])CC)(C)C. The catalyst is COCCOC.O. The product is [C:20]([C:3]1[C:2]([C:2]2[CH:6]=[CH:42][C:40]([CH3:41])=[CH:20][CH:3]=2)=[C:6]2[N:7]=[C:8]([CH3:19])[C:9]([CH:11]([CH2:16][CH2:17][CH3:18])[C:12]([O:14][CH3:15])=[O:13])=[C:10]([C:25]3[CH:26]=[CH:27][C:28]([CH3:31])=[CH:29][CH:30]=3)[N:5]2[N:4]=1)([CH3:23])([CH3:22])[CH3:21]. The yield is 0.250. (3) The reactants are [P:1]([Cl:6])([Cl:5])([O:3][CH3:4])=[O:2].[N:7]1[CH:12]=[CH:11][CH:10]=[CH:9][CH:8]=1. No catalyst specified. The product is [P:1]([Cl:6])([Cl:5])([O-:3])=[O:2].[CH3:4][N+:7]1[CH:12]=[CH:11][CH:10]=[CH:9][CH:8]=1. The yield is 0.600.